This data is from Full USPTO retrosynthesis dataset with 1.9M reactions from patents (1976-2016). The task is: Predict the reactants needed to synthesize the given product. (1) Given the product [CH2:24]([N:21]1[C:20]2[N:26]=[CH:27][C:28]([CH2:30][CH2:31][O:32][C:33]3[C:42]4[C:37](=[CH:38][CH:39]=[CH:40][CH:41]=4)[N+:36]([O-:9])=[CH:35][CH:34]=3)=[CH:29][C:19]=2[C:18](=[O:43])[N:17]([CH3:44])[C:16]2[CH:15]=[CH:14][C:13]([F:12])=[N:23][C:22]1=2)[CH3:25], predict the reactants needed to synthesize it. The reactants are: C1C=C(Cl)C=C(C(OO)=[O:9])C=1.[F:12][C:13]1[CH:14]=[CH:15][C:16]2[N:17]([CH3:44])[C:18](=[O:43])[C:19]3[CH:29]=[C:28]([CH2:30][CH2:31][O:32][C:33]4[C:42]5[C:37](=[CH:38][CH:39]=[CH:40][CH:41]=5)[N:36]=[CH:35][CH:34]=4)[CH:27]=[N:26][C:20]=3[N:21]([CH2:24][CH3:25])[C:22]=2[N:23]=1. (2) Given the product [C:22]([O:19][C:17]1[CH:18]=[C:7]2[C:6]([C:5](=[O:15])[CH:4]=[C:9]([CH3:10])[O:8]2)=[C:43]([OH:44])[CH:20]=1)(=[O:38])[CH2:23][CH2:24][CH2:25][CH2:26][CH2:27][CH2:28][CH2:29][CH2:30][CH2:31][CH2:32][CH2:33][CH2:34][CH2:35][CH2:36][CH3:37], predict the reactants needed to synthesize it. The reactants are: OCC1C=C(CO)[CH:10]=[C:9]2[C:4]=1[C:5](=[O:15])[CH:6]=[CH:7][O:8]2.C[C:17]([CH3:20])([O-:19])[CH3:18].[K+].[C:22](Cl)(=[O:38])[CH2:23][CH2:24][CH2:25][CH2:26][CH2:27][CH2:28][CH2:29][CH2:30][CH2:31][CH2:32][CH2:33][CH2:34][CH2:35][CH2:36][CH3:37].O.CN(C)[CH:43]=[O:44].